Task: Predict which catalyst facilitates the given reaction.. Dataset: Catalyst prediction with 721,799 reactions and 888 catalyst types from USPTO (1) Reactant: [Cl:1][C:2]1[CH:10]=[CH:9][C:5]([C:6]([OH:8])=O)=[CH:4][N:3]=1.C(N(CC)C(C)C)(C)C.[NH2:20][CH2:21][C:22]1[C:31](=[O:32])[C:30]2[C:25](=[CH:26][C:27]([Cl:33])=[CH:28][CH:29]=2)[N:24]([C:34]2[CH:39]=[CH:38][CH:37]=[CH:36][CH:35]=2)[CH:23]=1. Product: [Cl:1][C:2]1[CH:10]=[CH:9][C:5]([C:6]([NH:20][CH2:21][C:22]2[C:31](=[O:32])[C:30]3[C:25](=[CH:26][C:27]([Cl:33])=[CH:28][CH:29]=3)[N:24]([C:34]3[CH:35]=[CH:36][CH:37]=[CH:38][CH:39]=3)[CH:23]=2)=[O:8])=[CH:4][N:3]=1. The catalyst class is: 2. (2) Reactant: [CH:1]1([C:7]2[C:8]3[CH:9]=[CH:10][C:11]([C:46]([O:48]C)=[O:47])=[CH:12][C:13]=3[N:14]3[CH2:20][CH:19]([CH2:21][N:22]([CH3:41])[CH2:23][CH2:24][N:25]([CH3:40])[CH2:26][CH2:27][CH2:28][S:29](=[O:39])(=[O:38])[NH:30]C(=O)OC(C)(C)C)[CH2:18][C:17]4[CH:42]=[CH:43][CH:44]=[CH:45][C:16]=4[C:15]=23)[CH2:6][CH2:5][CH2:4][CH2:3][CH2:2]1.C(O)(C(F)(F)F)=O.[OH-].[K+].Cl. Product: [NH2:30][S:29]([CH2:28][CH2:27][CH2:26][N:25]([CH3:40])[CH2:24][CH2:23][N:22]([CH2:21][CH:19]1[CH2:18][C:17]2[CH:42]=[CH:43][CH:44]=[CH:45][C:16]=2[C:15]2=[C:7]([CH:1]3[CH2:6][CH2:5][CH2:4][CH2:3][CH2:2]3)[C:8]3[CH:9]=[CH:10][C:11]([C:46]([OH:48])=[O:47])=[CH:12][C:13]=3[N:14]2[CH2:20]1)[CH3:41])(=[O:39])=[O:38]. The catalyst class is: 2. (3) Reactant: Br[Mg][C:3]1[CH:8]=[CH:7][C:6]([Cl:9])=[CH:5][CH:4]=1.[C:10]([C:12](=[C:18]1[CH2:27][CH2:26][C:21]2([O:25][CH2:24][CH2:23][O:22]2)[CH2:20][CH2:19]1)[C:13]([O:15][CH2:16][CH3:17])=[O:14])#[N:11]. Product: [Cl:9][C:6]1[CH:7]=[CH:8][C:3]([C:18]2([CH:12]([C:10]#[N:11])[C:13]([O:15][CH2:16][CH3:17])=[O:14])[CH2:19][CH2:20][C:21]3([O:22][CH2:23][CH2:24][O:25]3)[CH2:26][CH2:27]2)=[CH:4][CH:5]=1. The catalyst class is: 356. (4) Reactant: [Si]([O:8][CH2:9][CH2:10][N:11]([C@H:19]1[C:27]2[C:22](=[C:23]([C:28]3[N:32]=[C:31]([C:33]4[S:34][C:35]([C:44]([F:47])([F:46])[F:45])=[C:36]([C:38]5[CH:43]=[CH:42][CH:41]=[CH:40][CH:39]=5)[CH:37]=4)[O:30][N:29]=3)[CH:24]=[CH:25][CH:26]=2)[CH2:21][CH2:20]1)C(=O)OC(C)(C)C)(C(C)(C)C)(C)C.Cl.CCOCC. Product: [C:38]1([C:36]2[CH:37]=[C:33]([C:31]3[O:30][N:29]=[C:28]([C:23]4[CH:24]=[CH:25][CH:26]=[C:27]5[C:22]=4[CH2:21][CH2:20][C@H:19]5[NH:11][CH2:10][CH2:9][OH:8])[N:32]=3)[S:34][C:35]=2[C:44]([F:46])([F:47])[F:45])[CH:39]=[CH:40][CH:41]=[CH:42][CH:43]=1. The catalyst class is: 2. (5) Reactant: [CH2:1]([O:3][C:4](=[O:26])[CH2:5][N:6]1[CH:10]([C:11]2[CH:16]=[CH:15][C:14](Br)=[CH:13][CH:12]=2)[CH2:9][C:8]([C:18]2[CH:23]=[CH:22][C:21]([O:24][CH3:25])=[CH:20][CH:19]=2)=[N:7]1)[CH3:2].[CH:27]1[C:35]2[C:34]3[CH:36]=[CH:37][CH:38]=[CH:39][C:33]=3[O:32][C:31]=2[C:30](B(O)O)=[CH:29][CH:28]=1.C([O-])([O-])=O.[K+].[K+]. Product: [CH2:1]([O:3][C:4](=[O:26])[CH2:5][N:6]1[CH:10]([C:11]2[CH:16]=[CH:15][C:14]([C:39]3[C:33]4[O:32][C:31]5[CH:30]=[CH:29][CH:28]=[CH:27][C:35]=5[C:34]=4[CH:36]=[CH:37][CH:38]=3)=[CH:13][CH:12]=2)[CH2:9][C:8]([C:18]2[CH:23]=[CH:22][C:21]([O:24][CH3:25])=[CH:20][CH:19]=2)=[N:7]1)[CH3:2]. The catalyst class is: 93.